This data is from Full USPTO retrosynthesis dataset with 1.9M reactions from patents (1976-2016). The task is: Predict the reactants needed to synthesize the given product. (1) The reactants are: [CH:1]1([NH:4][C:5]([CH2:7][CH2:8][C:9]2[C:10]([CH3:32])=[N:11][O:12][C:13]=2[C:14]2[CH:19]=[CH:18][C:17]([C:20]3[CH:25]=[CH:24][C:23]([C:26]4([C:29]([OH:31])=[O:30])[CH2:28][CH2:27]4)=[CH:22][CH:21]=3)=[CH:16][CH:15]=2)=[O:6])[CH2:3][CH2:2]1.I[CH3:34]. Given the product [CH:1]1([N:4]([CH3:34])[C:5]([CH2:7][CH2:8][C:9]2[C:10]([CH3:32])=[N:11][O:12][C:13]=2[C:14]2[CH:19]=[CH:18][C:17]([C:20]3[CH:25]=[CH:24][C:23]([C:26]4([C:29]([OH:31])=[O:30])[CH2:28][CH2:27]4)=[CH:22][CH:21]=3)=[CH:16][CH:15]=2)=[O:6])[CH2:2][CH2:3]1, predict the reactants needed to synthesize it. (2) Given the product [CH3:19][O:18][CH2:17][CH2:16][CH2:15][N:14]([CH2:24][C:23]1[CH:26]=[CH:27][CH:28]=[CH:29][C:22]=1[C:21]([F:20])([F:30])[F:31])[CH:11]1[CH2:10][CH2:9][NH:8][CH2:13][CH2:12]1.[C:46]([C@@H:1]([C@H:43]([C:42]([O-:41])=[O:44])[OH:25])[OH:5])([O-:47])=[O:49].[CH2:1]([O:5][C:6]([N:8]1[CH2:9][CH2:10][CH:11]([N:14]([CH2:15][CH2:16][CH2:17][O:18][CH3:19])[CH2:24][C:23]2[CH:26]=[CH:27][CH:28]=[CH:29][C:22]=2[C:21]([F:20])([F:30])[F:31])[CH2:12][CH2:13]1)=[O:7])[CH2:2][CH2:3][CH3:4], predict the reactants needed to synthesize it. The reactants are: [CH2:1]([O:5][C:6]([N:8]1[CH2:13][CH2:12][CH:11]([NH:14][CH2:15][CH2:16][CH2:17][O:18][CH3:19])[CH2:10][CH2:9]1)=[O:7])[CH2:2][CH2:3][CH3:4].[F:20][C:21]([F:31])([F:30])[C:22]1[CH:29]=[CH:28][CH:27]=[CH:26][C:23]=1[CH:24]=[O:25].[C:42]([O:41][BH-]([O:41][C:42](=[O:44])[CH3:43])[O:41][C:42](=[O:44])[CH3:43])(=[O:44])[CH3:43].[Na+].[C:46](=[O:49])(O)[O-:47].[Na+]. (3) The reactants are: [CH2:1]([C:4]1[CH:9]=[CH:8][C:7]([OH:10])=[CH:6][CH:5]=1)[CH2:2][CH3:3].Br[CH2:12][C:13]([O:15][C:16]([CH3:19])([CH3:18])[CH3:17])=[O:14].C(=O)([O-])[O-].[K+].[K+]. Given the product [CH2:1]([C:4]1[CH:9]=[CH:8][C:7]([O:10][CH2:12][C:13]([O:15][C:16]([CH3:19])([CH3:18])[CH3:17])=[O:14])=[CH:6][CH:5]=1)[CH2:2][CH3:3], predict the reactants needed to synthesize it. (4) Given the product [Cl:13][C:4]1[N:3]=[CH:2][C:7]2[CH:8]=[N:9][NH:10][C:6]=2[CH:5]=1, predict the reactants needed to synthesize it. The reactants are: Cl[C:2]1[C:7]2[CH:8]=[N:9][NH:10][C:6]=2[CH:5]=[CH:4][N:3]=1.P(Cl)(Cl)([Cl:13])=O. (5) Given the product [Br:25][C:23]1[CH:24]=[C:19]([NH:1][C:2]2[S:3][C:4]3[CH2:5][N:6]([C:11]([O:13][C:14]([CH3:17])([CH3:16])[CH3:15])=[O:12])[CH2:7][CH2:8][C:9]=3[N:10]=2)[C:20](=[O:27])[N:21]([CH3:26])[CH:22]=1, predict the reactants needed to synthesize it. The reactants are: [NH2:1][C:2]1[S:3][C:4]2[CH2:5][N:6]([C:11]([O:13][C:14]([CH3:17])([CH3:16])[CH3:15])=[O:12])[CH2:7][CH2:8][C:9]=2[N:10]=1.Br[C:19]1[C:20](=[O:27])[N:21]([CH3:26])[CH:22]=[C:23]([Br:25])[CH:24]=1.CC1(C)C2C(=C(P(C3C=CC=CC=3)C3C=CC=CC=3)C=CC=2)OC2C(P(C3C=CC=CC=3)C3C=CC=CC=3)=CC=CC1=2.C([O-])([O-])=O.[Cs+].[Cs+]. (6) Given the product [OH:13][C:14]([CH3:46])([CH3:47])[CH2:15][C@@:16]1([C:40]2[CH:45]=[CH:44][CH:43]=[CH:42][CH:41]=2)[O:21][C:20](=[O:22])[N:19]([C@H:23]([C:25]2[CH:26]=[CH:27][C:28]([C:2]3[CH:7]=[CH:6][N:5]([CH:8]4[CH2:11][O:10][CH2:9]4)[C:4](=[O:12])[CH:3]=3)=[CH:29][CH:30]=2)[CH3:24])[CH2:18][CH2:17]1, predict the reactants needed to synthesize it. The reactants are: Br[C:2]1[CH:7]=[CH:6][N:5]([CH:8]2[CH2:11][O:10][CH2:9]2)[C:4](=[O:12])[CH:3]=1.[OH:13][C:14]([CH3:47])([CH3:46])[CH2:15][C@@:16]1([C:40]2[CH:45]=[CH:44][CH:43]=[CH:42][CH:41]=2)[O:21][C:20](=[O:22])[N:19]([C@H:23]([C:25]2[CH:30]=[CH:29][C:28](B3OC(C)(C)C(C)(C)O3)=[CH:27][CH:26]=2)[CH3:24])[CH2:18][CH2:17]1.C([O-])(O)=O.[Na+]. (7) Given the product [NH2:11][C:7]1[C:6]2[CH:5]=[CH:4][C:3]([CH3:12])=[C:2]([C:30]3[CH:29]=[C:28]4[C:33]([C:25]5([CH2:24][CH2:23][CH:22]([O:21][CH2:20][CH2:19][N:16]6[CH2:15][CH2:14][O:13][CH2:18][CH2:17]6)[CH2:45][CH2:44]5)[C:26](=[O:43])[NH:27]4)=[CH:32][CH:31]=3)[C:10]=2[O:9][N:8]=1, predict the reactants needed to synthesize it. The reactants are: I[C:2]1[C:10]2[O:9][N:8]=[C:7]([NH2:11])[C:6]=2[CH:5]=[CH:4][C:3]=1[CH3:12].[O:13]1[CH2:18][CH2:17][N:16]([CH2:19][CH2:20][O:21][CH:22]2[CH2:45][CH2:44][C:25]3([C:33]4[C:28](=[CH:29][C:30](B5OC(C)(C)C(C)(C)O5)=[CH:31][CH:32]=4)[NH:27][C:26]3=[O:43])[CH2:24][CH2:23]2)[CH2:15][CH2:14]1. (8) Given the product [OH:22][CH2:21][CH2:23][NH:24][C:1](=[O:20])[O:12][CH2:13][C:14]1[CH:15]=[CH:16][N:17]=[CH:18][CH:19]=1, predict the reactants needed to synthesize it. The reactants are: [C:1](=[O:20])([O:12][CH2:13][C:14]1[CH:19]=[CH:18][N:17]=[CH:16][CH:15]=1)OC1C=CC([N+]([O-])=O)=CC=1.[CH2:21]([CH2:23][NH2:24])[OH:22].Cl.CCOCC.